Dataset: Forward reaction prediction with 1.9M reactions from USPTO patents (1976-2016). Task: Predict the product of the given reaction. Given the reactants [Cl:1][C:2]1[CH:7]=[CH:6][C:5]([C:8]2[CH:13]=[CH:12][C:11]([N+:14]([O-:16])=[O:15])=[C:10]([CH:17](Cl)Cl)[CH:9]=2)=[CH:4][CH:3]=1.C[O-:21].[Na+], predict the reaction product. The product is: [Cl:1][C:2]1[CH:7]=[CH:6][C:5]([C:8]2[CH:13]=[CH:12][C:11]([N+:14]([O-:16])=[O:15])=[C:10]([CH:17]=[O:21])[CH:9]=2)=[CH:4][CH:3]=1.